The task is: Regression. Given two drug SMILES strings and cell line genomic features, predict the synergy score measuring deviation from expected non-interaction effect.. This data is from NCI-60 drug combinations with 297,098 pairs across 59 cell lines. (1) Drug 1: CC1C(C(CC(O1)OC2CC(CC3=C2C(=C4C(=C3O)C(=O)C5=C(C4=O)C(=CC=C5)OC)O)(C(=O)CO)O)N)O.Cl. Drug 2: CC1C(C(CC(O1)OC2CC(CC3=C2C(=C4C(=C3O)C(=O)C5=CC=CC=C5C4=O)O)(C(=O)C)O)N)O. Cell line: NCI-H460. Synergy scores: CSS=59.6, Synergy_ZIP=-1.16, Synergy_Bliss=-1.42, Synergy_Loewe=3.51, Synergy_HSA=5.26. (2) Drug 1: C1CC(=O)NC(=O)C1N2CC3=C(C2=O)C=CC=C3N. Drug 2: N.N.Cl[Pt+2]Cl. Cell line: HOP-92. Synergy scores: CSS=5.00, Synergy_ZIP=-1.21, Synergy_Bliss=-1.53, Synergy_Loewe=-0.765, Synergy_HSA=-0.604. (3) Drug 1: C(=O)(N)NO. Drug 2: CC1=C(C=C(C=C1)C(=O)NC2=CC(=CC(=C2)C(F)(F)F)N3C=C(N=C3)C)NC4=NC=CC(=N4)C5=CN=CC=C5. Cell line: A549. Synergy scores: CSS=-1.11, Synergy_ZIP=0.188, Synergy_Bliss=0.851, Synergy_Loewe=-0.994, Synergy_HSA=-1.06. (4) Drug 1: C1CCC(C1)C(CC#N)N2C=C(C=N2)C3=C4C=CNC4=NC=N3. Drug 2: C1=CC=C(C(=C1)C(C2=CC=C(C=C2)Cl)C(Cl)Cl)Cl. Cell line: NCIH23. Synergy scores: CSS=16.7, Synergy_ZIP=2.15, Synergy_Bliss=7.04, Synergy_Loewe=7.17, Synergy_HSA=7.18. (5) Drug 1: CC1=C2C(C(=O)C3(C(CC4C(C3C(C(C2(C)C)(CC1OC(=O)C(C(C5=CC=CC=C5)NC(=O)OC(C)(C)C)O)O)OC(=O)C6=CC=CC=C6)(CO4)OC(=O)C)OC)C)OC. Drug 2: C1CN1P(=S)(N2CC2)N3CC3. Cell line: SK-MEL-5. Synergy scores: CSS=35.0, Synergy_ZIP=-2.03, Synergy_Bliss=-2.20, Synergy_Loewe=-0.286, Synergy_HSA=1.35. (6) Drug 1: C(CN)CNCCSP(=O)(O)O. Drug 2: N.N.Cl[Pt+2]Cl. Cell line: SF-268. Synergy scores: CSS=42.3, Synergy_ZIP=7.34, Synergy_Bliss=4.40, Synergy_Loewe=-22.6, Synergy_HSA=4.42. (7) Drug 1: CC1C(C(=O)NC(C(=O)N2CCCC2C(=O)N(CC(=O)N(C(C(=O)O1)C(C)C)C)C)C(C)C)NC(=O)C3=C4C(=C(C=C3)C)OC5=C(C(=O)C(=C(C5=N4)C(=O)NC6C(OC(=O)C(N(C(=O)CN(C(=O)C7CCCN7C(=O)C(NC6=O)C(C)C)C)C)C(C)C)C)N)C. Drug 2: CC1=C(C=C(C=C1)C(=O)NC2=CC(=CC(=C2)C(F)(F)F)N3C=C(N=C3)C)NC4=NC=CC(=N4)C5=CN=CC=C5. Cell line: IGROV1. Synergy scores: CSS=1.69, Synergy_ZIP=0.331, Synergy_Bliss=4.57, Synergy_Loewe=3.00, Synergy_HSA=2.79.